From a dataset of Catalyst prediction with 721,799 reactions and 888 catalyst types from USPTO. Predict which catalyst facilitates the given reaction. (1) Reactant: [C:9](O[C:9]([O:11][C:12]([CH3:15])([CH3:14])[CH3:13])=[O:10])([O:11][C:12]([CH3:15])([CH3:14])[CH3:13])=[O:10].[Br:16][C:17]1[CH:18]=[C:19]2[C:23](=[CH:24][CH:25]=1)[C@@H:22]([NH2:26])[CH2:21][CH2:20]2.C(=O)(O)[O-].[Na+].[OH-].[Na+]. Product: [C:12]([O:11][C:9](=[O:10])[NH:26][C@@H:22]1[C:23]2[C:19](=[CH:18][C:17]([Br:16])=[CH:25][CH:24]=2)[CH2:20][CH2:21]1)([CH3:13])([CH3:14])[CH3:15]. The catalyst class is: 38. (2) Reactant: [C:1]1([CH2:7][N:8]2[CH2:12][CH2:11][CH2:10][C:9]2=[O:13])[CH:6]=[CH:5][CH:4]=[CH:3][CH:2]=1.[Br:14][CH2:15][CH2:16][CH2:17][CH2:18]Br.C1(CN2CCC3(CCCC3)C2=O)C=CC=CC=1. Product: [Br:14][CH2:15][CH2:16][CH2:17][CH2:18][CH:10]1[CH2:11][CH2:12][N:8]([CH2:7][C:1]2[CH:2]=[CH:3][CH:4]=[CH:5][CH:6]=2)[C:9]1=[O:13]. The catalyst class is: 1. (3) Product: [CH2:14]([O:13][C:11]([C:9]1[CH:10]=[C:6]([C:4]([O:3][CH2:1][CH3:2])=[O:5])[N:7]([CH2:19][C:20](=[O:21])[NH:22][C:23]2[CH:28]=[CH:27][C:26]([Cl:29])=[CH:25][N:24]=2)[N:8]=1)=[O:12])[CH3:15]. Reactant: [CH2:1]([O:3][C:4]([C:6]1[CH:10]=[C:9]([C:11]([O:13][CH2:14][CH3:15])=[O:12])[NH:8][N:7]=1)=[O:5])[CH3:2].[H-].[Na+].Br[CH2:19][C:20]([NH:22][C:23]1[CH:28]=[CH:27][C:26]([Cl:29])=[CH:25][N:24]=1)=[O:21]. The catalyst class is: 3. (4) Reactant: [CH3:1][O:2][C:3]1[CH:22]=[CH:21][C:6]([CH2:7][N:8]2[CH:12]=[C:11]([C:13]3[CH:14]=[C:15]4[NH:20][CH:19]=[CH:18][N:16]4[N:17]=3)[CH:10]=[N:9]2)=[CH:5][CH:4]=1.Br[C:24]1[CH:25]=[C:26]([NH:31][C:32](=[O:43])[C:33]2[CH:38]=[CH:37][CH:36]=[C:35]([C:39]([F:42])([F:41])[F:40])[CH:34]=2)[CH:27]=[CH:28][C:29]=1[CH3:30].C(=O)([O-])[O-].C([N+](CC)(CC)CC)C.C([N+](CC)(CC)CC)C.OC1C=CC=C2C=1N=CC=C2. Product: [CH3:1][O:2][C:3]1[CH:4]=[CH:5][C:6]([CH2:7][N:8]2[CH:12]=[C:11]([C:13]3[CH:14]=[C:15]4[N:20]([C:24]5[CH:25]=[C:26]([NH:31][C:32](=[O:43])[C:33]6[CH:38]=[CH:37][CH:36]=[C:35]([C:39]([F:41])([F:40])[F:42])[CH:34]=6)[CH:27]=[CH:28][C:29]=5[CH3:30])[CH:19]=[CH:18][N:16]4[N:17]=3)[CH:10]=[N:9]2)=[CH:21][CH:22]=1. The catalyst class is: 580. (5) Reactant: CS(O[CH2:6][CH2:7][CH:8]1[CH2:13][CH2:12][N:11]([C:14]([O:16][C:17]([CH3:20])([CH3:19])[CH3:18])=[O:15])[CH2:10][CH2:9]1)(=O)=O.[CH3:21][C:22]1[CH:23]=[N:24][NH:25][CH:26]=1.C(=O)([O-])[O-].[K+].[K+]. Product: [CH3:21][C:22]1[CH:23]=[N:24][N:25]([CH2:6][CH2:7][CH:8]2[CH2:13][CH2:12][N:11]([C:14]([O:16][C:17]([CH3:20])([CH3:19])[CH3:18])=[O:15])[CH2:10][CH2:9]2)[CH:26]=1. The catalyst class is: 3. (6) Reactant: [CH3:1][O:2][C:3]1[CH:4]=[C:5]2[C:10](=[CH:11][CH:12]=1)[CH:9]=[C:8]([C@H:13]([CH3:17])[C:14]([OH:16])=[O:15])[CH:7]=[CH:6]2.O[CH2:19][CH2:20][NH:21][C:22](=[O:28])[O:23][C:24]([CH3:27])([CH3:26])[CH3:25].C1(N=C=NC2CCCCC2)CCCCC1. Product: [CH3:1][O:2][C:3]1[CH:4]=[C:5]2[C:10](=[CH:11][CH:12]=1)[CH:9]=[C:8]([C@H:13]([CH3:17])[C:14]([O:16][CH2:19][CH2:20][NH:21][C:22]([O:23][C:24]([CH3:27])([CH3:26])[CH3:25])=[O:28])=[O:15])[CH:7]=[CH:6]2. The catalyst class is: 79.